Dataset: Forward reaction prediction with 1.9M reactions from USPTO patents (1976-2016). Task: Predict the product of the given reaction. (1) Given the reactants [Br:1][C:2]1[CH:3]=[C:4]2[C:9](=[CH:10][CH:11]=1)[N:8]=[CH:7][NH:6][C:5]2=O.O=P(Cl)(Cl)[Cl:15], predict the reaction product. The product is: [Cl:15][C:5]1[C:4]2[C:9](=[CH:10][CH:11]=[C:2]([Br:1])[CH:3]=2)[N:8]=[CH:7][N:6]=1. (2) Given the reactants [Cl:1][C:2]1[NH:3][CH:4]=[C:5]([N+:7]([O-:9])=[O:8])[N:6]=1.[C:10]1([CH3:25])[CH:15]=[CH:14][C:13]([S:16]([O:19][CH2:20][C:21]2([CH3:24])[CH2:23][O:22]2)(=[O:18])=[O:17])=[CH:12][CH:11]=1.C(#N)C, predict the reaction product. The product is: [Cl:1][C:2]1[N:3]([CH2:24][C:21]([OH:22])([CH3:23])[CH2:20][O:19][S:16]([C:13]2[CH:14]=[CH:15][C:10]([CH3:25])=[CH:11][CH:12]=2)(=[O:18])=[O:17])[CH:4]=[C:5]([N+:7]([O-:9])=[O:8])[N:6]=1. (3) Given the reactants [CH2:1]([C:3]1[C:8]([C:9]([OH:11])=O)=[CH:7][N:6]=[C:5]([S:12][CH3:13])[N:4]=1)[CH3:2].CN(C)C=O.C(Cl)(=O)C(Cl)=O.[O:25]1[C:29]([C:30]2[CH:36]=[CH:35][CH:34]=[CH:33][C:31]=2[NH2:32])=[CH:28][N:27]=[CH:26]1, predict the reaction product. The product is: [CH2:1]([C:3]1[C:8]([C:9]([NH:32][C:31]2[CH:33]=[CH:34][CH:35]=[CH:36][C:30]=2[C:29]2[O:25][CH:26]=[N:27][CH:28]=2)=[O:11])=[CH:7][N:6]=[C:5]([S:12][CH3:13])[N:4]=1)[CH3:2]. (4) Given the reactants [CH3:1][C@@H:2]1[C@H:20]([OH:21])[C@@H:19]([CH3:22])[C:17](=[O:18])[C:16]([CH3:24])([CH3:23])[C@@H:15]([OH:25])[CH2:14][C:12](=[O:13])[O:11][C@H:10](/[C:26](/[CH3:35])=[CH:27]/[C:28]2[N:32]=[C:31]([CH2:33][OH:34])[S:30][CH:29]=2)[CH2:9][C@@H:7]2[O:8][C@:6]2([CH3:36])[CH2:5][CH2:4][CH2:3]1.C[C@@H]1[C@H](O)[C@@H](C)C(=O)C(C)(C)[C@@H](O)CC(=O)O[C@H](/C(/C)=C/C2N=C(C)SC=2)C[C@@H]2O[C@@]2(CO)CCC1.CC(C)=O, predict the reaction product. The product is: [OH:25][CH:15]1[C:16]([CH3:24])([CH3:23])[C:17](=[O:18])[CH:19]([CH3:22])[CH:20]([OH:21])[CH:2]([CH3:1])[CH2:3][CH2:4][CH2:5][C:6]2([CH3:36])[CH:7]([O:8]2)[CH2:9][CH:10]([C:26]([CH3:35])=[CH:27][C:28]2[N:32]=[C:31]([CH2:33][OH:34])[S:30][CH:29]=2)[O:11][C:12](=[O:13])[CH2:14]1. (5) The product is: [CH3:39][O:38][C:26]1[C:27]([C:29]2[CH:34]=[CH:33][CH:32]=[C:31]([N+:35]([O-:37])=[O:36])[CH:30]=2)=[CH:28][C:15]2[C:14]3[C:19](=[C:20]4[C:6](=[O:5])[NH:8][CH2:9][CH2:10][CH2:11][N:12]4[N:13]=3)[CH2:18][CH2:17][C:16]=2[CH:25]=1. Given the reactants C([O:5][C:6]([NH:8][CH2:9][CH2:10][CH2:11][N:12]1[C:20](C(OC)=O)=[C:19]2[C:14]([C:15]3[CH:28]=[C:27]([C:29]4[CH:34]=[CH:33][CH:32]=[C:31]([N+:35]([O-:37])=[O:36])[CH:30]=4)[C:26]([O:38][CH3:39])=[CH:25][C:16]=3[CH2:17][CH2:18]2)=[N:13]1)=O)(C)(C)C.Cl, predict the reaction product.